From a dataset of Catalyst prediction with 721,799 reactions and 888 catalyst types from USPTO. Predict which catalyst facilitates the given reaction. (1) Reactant: [C:1]([O:5][C:6]([NH:8][C@:9]1([C:14]([OH:16])=O)[CH2:11][C@H:10]1[CH:12]=[CH2:13])=[O:7])([CH3:4])([CH3:3])[CH3:2].C1N=CN(C(N2C=NC=C2)=O)C=1.[F:29][CH2:30][C:31]1([S:34]([NH2:37])(=[O:36])=[O:35])[CH2:33][CH2:32]1.C1CCN2C(=NCCC2)CC1. Product: [F:29][CH2:30][C:31]1([S:34]([NH:37][C:14]([C@@:9]2([NH:8][C:6](=[O:7])[O:5][C:1]([CH3:2])([CH3:3])[CH3:4])[CH2:11][C@H:10]2[CH:12]=[CH2:13])=[O:16])(=[O:36])=[O:35])[CH2:33][CH2:32]1. The catalyst class is: 3. (2) Reactant: [OH:1][C:2]1[N:3]([CH2:16][C:17]2[CH:18]=[N:19][C:20]([CH3:23])=[CH:21][CH:22]=2)[C:4]2[C:9]([N:10]=1)=[C:8]([NH2:11])[N:7]=[C:6]([NH:12][CH2:13][CH2:14][OH:15])[N:5]=2.[C:24](OC(=O)C)(=[O:26])[CH3:25].C(=O)([O-])O.[Na+]. Product: [C:24]([O:15][CH2:14][CH2:13][NH:12][C:6]1[N:5]=[C:4]2[C:9]([N:10]=[C:2]([OH:1])[N:3]2[CH2:16][C:17]2[CH:18]=[N:19][C:20]([CH3:23])=[CH:21][CH:22]=2)=[C:8]([NH2:11])[N:7]=1)(=[O:26])[CH3:25]. The catalyst class is: 17. (3) Reactant: [OH:1][C@H:2]1[CH2:7][CH2:6][C@@H:5]([NH:8][CH3:9])[CH2:4][CH2:3]1.[CH3:10][S:11](Cl)(=[O:13])=[O:12].C(N(CC)CC)C. Product: [CH3:10][S:11]([O:1][C@H:2]1[CH2:7][CH2:6][C@@H:5]([N:8]([S:11]([CH3:10])(=[O:13])=[O:12])[CH3:9])[CH2:4][CH2:3]1)(=[O:13])=[O:12]. The catalyst class is: 7. (4) Reactant: [OH:1][C@H:2]1[C@:7](O)([C:8]2[CH:13]=[CH:12][CH:11]=[CH:10][CH:9]=2)[CH2:6][CH2:5][N:4]([C:15]([O:17][C:18]([CH3:21])([CH3:20])[CH3:19])=[O:16])[CH2:3]1. Product: [OH:1][C@H:2]1[C@H:7]([C:8]2[CH:13]=[CH:12][CH:11]=[CH:10][CH:9]=2)[CH2:6][CH2:5][N:4]([C:15]([O:17][C:18]([CH3:21])([CH3:20])[CH3:19])=[O:16])[CH2:3]1. The catalyst class is: 171. (5) Reactant: [Cl:1][C:2]1[C:11]2[C:6](=[CH:7][CH:8]=[CH:9][CH:10]=2)[C:5]([C:12]2[CH:17]=[CH:16][C:15]([F:18])=[CH:14][CH:13]=2)=[N:4][N:3]=1.[NH:19]1[CH2:24][CH2:23][CH:22]([NH:25][C:26](=[O:33])[C:27]2[CH:32]=[CH:31][CH:30]=[CH:29][CH:28]=2)[CH2:21][CH2:20]1.C(N(CC)CC)C. Product: [ClH:1].[F:18][C:15]1[CH:16]=[CH:17][C:12]([C:5]2[C:6]3[C:11](=[CH:10][CH:9]=[CH:8][CH:7]=3)[C:2]([N:19]3[CH2:24][CH2:23][CH:22]([NH:25][C:26](=[O:33])[C:27]4[CH:32]=[CH:31][CH:30]=[CH:29][CH:28]=4)[CH2:21][CH2:20]3)=[N:3][N:4]=2)=[CH:13][CH:14]=1. The catalyst class is: 9.